This data is from Full USPTO retrosynthesis dataset with 1.9M reactions from patents (1976-2016). The task is: Predict the reactants needed to synthesize the given product. (1) Given the product [OH:66][CH2:67][CH2:68][N:69]1[CH2:74][CH2:73][N:72]([C:1]([C:4]([NH:7][C:8]([CH2:10][CH2:11][CH2:12][O:13][C:14]2[CH:19]=[CH:18][C:17]([CH2:20][C:21]3[C:22]([O:29][C@@H:30]4[O:56][C@H:55]([CH2:57][O:58][C:59](=[O:64])[C:60]([CH3:63])([CH3:62])[CH3:61])[C@@H:47]([O:48][C:49](=[O:54])[C:50]([CH3:53])([CH3:52])[CH3:51])[C@H:39]([O:40][C:41](=[O:46])[C:42]([CH3:43])([CH3:44])[CH3:45])[C@H:31]4[O:32][C:33](=[O:38])[C:34]([CH3:35])([CH3:36])[CH3:37])=[N:23][NH:24][C:25]=3[CH:26]([CH3:27])[CH3:28])=[C:16]([CH3:65])[CH:15]=2)=[O:9])([CH3:5])[CH3:6])=[O:2])[CH2:71][CH2:70]1, predict the reactants needed to synthesize it. The reactants are: [C:1]([C:4]([NH:7][C:8]([CH2:10][CH2:11][CH2:12][O:13][C:14]1[CH:19]=[CH:18][C:17]([CH2:20][C:21]2[C:22]([O:29][C@@H:30]3[O:56][C@H:55]([CH2:57][O:58][C:59](=[O:64])[C:60]([CH3:63])([CH3:62])[CH3:61])[C@@H:47]([O:48][C:49](=[O:54])[C:50]([CH3:53])([CH3:52])[CH3:51])[C@H:39]([O:40][C:41](=[O:46])[C:42]([CH3:45])([CH3:44])[CH3:43])[C@H:31]3[O:32][C:33](=[O:38])[C:34]([CH3:37])([CH3:36])[CH3:35])=[N:23][NH:24][C:25]=2[CH:26]([CH3:28])[CH3:27])=[C:16]([CH3:65])[CH:15]=1)=[O:9])([CH3:6])[CH3:5])(O)=[O:2].[OH:66][CH2:67][CH2:68][N:69]1[CH2:74][CH2:73][NH:72][CH2:71][CH2:70]1.ON1C2C=CC=CC=2N=N1.Cl.C(N=C=NCCCN(C)C)C. (2) Given the product [Cl:1][C:2]1[CH:7]=[C:6]([Cl:8])[CH:5]=[C:4]([Cl:9])[C:3]=1[C:10]1[C:18]2[O:17][CH:16]([CH2:19][NH:20][C:31](=[O:32])[O:33][CH2:34][C:35]3[CH:40]=[CH:39][CH:38]=[CH:37][CH:36]=3)[CH2:15][C:14]=2[CH:13]=[CH:12][CH:11]=1, predict the reactants needed to synthesize it. The reactants are: [Cl:1][C:2]1[CH:7]=[C:6]([Cl:8])[CH:5]=[C:4]([Cl:9])[C:3]=1[C:10]1[C:18]2[O:17][CH:16]([CH2:19][NH2:20])[CH2:15][C:14]=2[CH:13]=[CH:12][CH:11]=1.C(N(C(C)C)CC)(C)C.Cl[C:31]([O:33][CH2:34][C:35]1[CH:40]=[CH:39][CH:38]=[CH:37][CH:36]=1)=[O:32]. (3) Given the product [C:27]([O:31][C:32]([NH:34][C@@H:35]([C:37]1[C:38]([F:66])=[C:39]([C:2]2[CH:23]=[C:22]([O:24][CH2:25][CH3:26])[CH:21]=[C:4]([CH2:5][O:6][C:7]3[CH:12]=[CH:11][CH:10]=[CH:9][C:8]=3[CH2:13][C:14]([O:16][C:17]([CH3:20])([CH3:19])[CH3:18])=[O:15])[CH:3]=2)[CH:40]=[CH:41][CH:42]=1)[CH3:36])=[O:33])([CH3:28])([CH3:29])[CH3:30], predict the reactants needed to synthesize it. The reactants are: Br[C:2]1[CH:3]=[C:4]([CH:21]=[C:22]([O:24][CH2:25][CH3:26])[CH:23]=1)[CH2:5][O:6][C:7]1[CH:12]=[CH:11][CH:10]=[CH:9][C:8]=1[CH2:13][C:14]([O:16][C:17]([CH3:20])([CH3:19])[CH3:18])=[O:15].[C:27]([O:31][C:32]([NH:34][C@@H:35]([C:37]1[C:38]([F:66])=[C:39](C2C=C(O)C=C(COC3C=CC=CC=3CC(OC(C)(C)C)=O)C=2)[CH:40]=[CH:41][CH:42]=1)[CH3:36])=[O:33])([CH3:30])([CH3:29])[CH3:28].[O-]P([O-])([O-])=O.[K+].[K+].[K+].C(Cl)Cl. (4) The reactants are: [Si:1]([O:8][C@@H:9]1[C@@:32]2([CH3:33])[C:13](=[CH:14][CH:15]=[C:16]3[C@@H:31]2[CH2:30][CH2:29][C@@:28]2([CH3:34])[C@H:17]3[CH2:18][CH2:19][C@@H:20]2[C@@H:21]([O:23][CH2:24][C:25]([OH:27])=[O:26])[CH3:22])[CH2:12][C@@H:11]([O:35][Si:36]([C:39]([CH3:42])([CH3:41])[CH3:40])([CH3:38])[CH3:37])[CH2:10]1)([C:4]([CH3:7])([CH3:6])[CH3:5])([CH3:3])[CH3:2].[CH3:43][CH2:44][CH:45](O)[CH2:46][CH3:47].C1(N=C=NC2CCCCC2)CCCCC1. Given the product [Si:1]([O:8][C@@H:9]1[C@@:32]2([CH3:33])[C:13](=[CH:14][CH:15]=[C:16]3[C@@H:31]2[CH2:30][CH2:29][C@@:28]2([CH3:34])[C@H:17]3[CH2:18][CH2:19][C@@H:20]2[C@@H:21]([O:23][CH2:24][C:25]([O:27][CH:45]([CH2:46][CH3:47])[CH2:44][CH3:43])=[O:26])[CH3:22])[CH2:12][C@@H:11]([O:35][Si:36]([C:39]([CH3:41])([CH3:40])[CH3:42])([CH3:37])[CH3:38])[CH2:10]1)([C:4]([CH3:7])([CH3:6])[CH3:5])([CH3:3])[CH3:2], predict the reactants needed to synthesize it.